Dataset: Catalyst prediction with 721,799 reactions and 888 catalyst types from USPTO. Task: Predict which catalyst facilitates the given reaction. (1) Reactant: C[C:2]([CH3:5])([O-])[CH3:3].[Li+].[C:7]([O:11][C:12]([N:14]1[C:18](=[O:19])[CH2:17][CH2:16][C@H:15]1[CH2:20][C:21]1[CH:26]=[CH:25][C:24]([C:27]2[CH:32]=[CH:31][CH:30]=[CH:29][CH:28]=2)=[CH:23][CH:22]=1)=[O:13])([CH3:10])([CH3:9])[CH3:8]. Product: [C:7]([O:11][C:12]([N:14]1[C@H:15]([CH2:20][C:21]2[CH:22]=[CH:23][C:24]([C:27]3[CH:28]=[CH:29][CH:30]=[CH:31][CH:32]=3)=[CH:25][CH:26]=2)[CH2:16]/[C:17](=[CH:12]\[N:14]([CH:15]([CH3:20])[CH3:16])[CH:2]([CH3:5])[CH3:3])/[C:18]1=[O:19])=[O:13])([CH3:10])([CH3:8])[CH3:9]. The catalyst class is: 7. (2) Reactant: [S:1]1[CH:5]=[CH:4][CH:3]=[C:2]1[SH:6].[CH3:7][O:8][CH:9]([O:12][CH3:13])[CH2:10]Br.C(=O)([O-])[O-].[K+].[K+]. Product: [CH3:7][O:8][CH:9]([O:12][CH3:13])[CH2:10][S:6][C:2]1[S:1][CH:5]=[CH:4][CH:3]=1. The catalyst class is: 21.